Dataset: Catalyst prediction with 721,799 reactions and 888 catalyst types from USPTO. Task: Predict which catalyst facilitates the given reaction. Reactant: C(O[C:6](/[CH:8]=[CH:9]/[C:10]1[N:15]=[C:14](/[CH:16]=[CH:17]/[C:18]([O:20][CH2:21][CH3:22])=[O:19])[CH:13]=[CH:12][CH:11]=1)=[O:7])(C)(C)C.C(O)(C(F)(F)F)=O.C(Cl)CCl.C1C=CC2N(O)N=NC=2C=1.[C:44]1([N:50]2[CH2:55][CH2:54][NH:53][CH2:52][CH2:51]2)[CH:49]=[CH:48][CH:47]=[CH:46][CH:45]=1. Product: [O:7]=[C:6]([N:53]1[CH2:54][CH2:55][N:50]([C:44]2[CH:49]=[CH:48][CH:47]=[CH:46][CH:45]=2)[CH2:51][CH2:52]1)/[CH:8]=[CH:9]/[C:10]1[N:15]=[C:14](/[CH:16]=[CH:17]/[C:18]([O:20][CH2:21][CH3:22])=[O:19])[CH:13]=[CH:12][CH:11]=1. The catalyst class is: 2.